From a dataset of Forward reaction prediction with 1.9M reactions from USPTO patents (1976-2016). Predict the product of the given reaction. (1) Given the reactants Br[C:2]1[CH:3]=[C:4]([O:12][CH3:13])[C:5]2[O:10][CH2:9][O:8][CH2:7][C:6]=2[CH:11]=1.C([Li])CCC.[CH:19](N1CCOCC1)=[O:20].[Cl-].[NH4+], predict the reaction product. The product is: [CH3:13][O:12][C:4]1[C:5]2[O:10][CH2:9][O:8][CH2:7][C:6]=2[CH:11]=[C:2]([CH:19]=[O:20])[CH:3]=1. (2) Given the reactants [CH:1]1([N:6]2[C:10]([C:11]3[CH:16]=[CH:15][NH:14][C:13](=S(=O)=O)[N:12]=3)=[C:9]([C:20]3[CH:25]=[CH:24][C:23]([F:26])=[CH:22][CH:21]=3)[N:8]=[CH:7]2)[CH2:5][CH2:4][CH2:3][CH2:2]1.[CH:27]1([N:33]2C(C3C=CNC(=S(=O)=O)N=3)=C(C3C=CC(F)=CC=3)N=C2)[CH2:32][CH2:31][CH2:30][CH2:29][CH2:28]1, predict the reaction product. The product is: [CH:1]1([N:6]2[C:10]([C:11]3[CH:16]=[CH:15][N:14]=[C:13]([NH:33][C:27]4[CH:32]=[CH:31][CH:30]=[CH:29][CH:28]=4)[N:12]=3)=[C:9]([C:20]3[CH:25]=[CH:24][C:23]([F:26])=[CH:22][CH:21]=3)[N:8]=[CH:7]2)[CH2:5][CH2:4][CH2:3][CH2:2]1.